Dataset: CYP2C9 inhibition data for predicting drug metabolism from PubChem BioAssay. Task: Regression/Classification. Given a drug SMILES string, predict its absorption, distribution, metabolism, or excretion properties. Task type varies by dataset: regression for continuous measurements (e.g., permeability, clearance, half-life) or binary classification for categorical outcomes (e.g., BBB penetration, CYP inhibition). Dataset: cyp2c9_veith. (1) The molecule is Cc1nn(C(C)C(=O)Nc2ccc(Cl)cn2)c(C)c1[N+](=O)[O-]. The result is 1 (inhibitor). (2) The compound is C/C(=N\Nc1ccc([N+](=O)[O-])cc1)c1cccc(N)c1. The result is 1 (inhibitor). (3) The compound is COC(=O)c1c(NC(C)=O)sc(Cc2ccccc2)c1C. The result is 1 (inhibitor). (4) The molecule is O=[N+]([O-])c1cc(O)c(O)c([N+](=O)[O-])c1. The result is 1 (inhibitor). (5) The drug is O=C(O)CC(CC(=O)O)C(=O)O. The result is 0 (non-inhibitor). (6) The compound is O=C(CSc1nnc(-c2ccco2)n1-c1ccccc1)NCc1ccco1. The result is 0 (non-inhibitor). (7) The compound is C[C@@H]1O[C@H](OC2[C@@H](O)[C@H](O)C(O)[C@H](O)[C@H]2O)[C@@H](N)C[C@@H]1N=C(N)C(=O)O. The result is 0 (non-inhibitor). (8) The molecule is O=C(/C=N/O)Nc1ccccc1. The result is 0 (non-inhibitor). (9) The molecule is COc1cccc(-c2cncnc2Nc2ccccc2)c1. The result is 0 (non-inhibitor).